Dataset: Catalyst prediction with 721,799 reactions and 888 catalyst types from USPTO. Task: Predict which catalyst facilitates the given reaction. (1) Product: [Cl:1][C:2]1[CH:7]=[CH:6][CH:5]=[C:4]([Cl:8])[C:3]=1[N:9]1[C:14](=[O:15])[CH2:13][CH2:12][C:11]([C:16]([O:18][CH2:19][CH3:20])=[O:17])=[CH:10]1. Reactant: [Cl:1][C:2]1[CH:7]=[CH:6][CH:5]=[C:4]([Cl:8])[C:3]=1[N:9]1[C:14](=[O:15])[CH2:13][CH2:12][CH:11]([C:16]([O:18][CH2:19][CH3:20])=[O:17])[CH:10]1O.C(N(CC)CC)C.CS(Cl)(=O)=O.Cl. The catalyst class is: 4. (2) Reactant: [CH3:1][N:2]1[CH2:7][CH2:6][N:5]([C:8]([O:10][CH:11]2[N:20]([C:21]3[CH:22]=[CH:23][C:24]([Cl:27])=[CH:25][N:26]=3)[C:18](=[O:19])[C:13]3[N:14]=[CH:15][CH:16]=[N:17][C:12]2=3)=[O:9])[CH2:4][CH2:3]1.C(C(O)=O)[C@@H](O)C(O)=O. Product: [CH3:1][N:2]1[CH2:7][CH2:6][N:5]([C:8]([O:10][C@@H:11]2[N:20]([C:21]3[CH:22]=[CH:23][C:24]([Cl:27])=[CH:25][N:26]=3)[C:18](=[O:19])[C:13]3[N:14]=[CH:15][CH:16]=[N:17][C:12]2=3)=[O:9])[CH2:4][CH2:3]1. The catalyst class is: 21. (3) Reactant: C([O-])([O-])=O.[K+].[K+].[OH:7][C:8]1[CH:15]=[CH:14][CH:13]=[C:12]([OH:16])[C:9]=1[CH:10]=[O:11].Cl[CH2:18][C:19]1[CH2:20][CH2:21][N:22]([CH3:31])[CH2:23][C:24]=1[C:25]1[CH:30]=[CH:29][CH:28]=[CH:27][CH:26]=1. Product: [OH:7][C:8]1[CH:15]=[CH:14][CH:13]=[C:12]([O:16][CH2:18][C:19]2[CH2:20][CH2:21][N:22]([CH3:31])[CH2:23][C:24]=2[C:25]2[CH:30]=[CH:29][CH:28]=[CH:27][CH:26]=2)[C:9]=1[CH:10]=[O:11]. The catalyst class is: 31. (4) Reactant: [C:1](Cl)(=[O:3])[CH3:2].C(N(CC)CC)C.[NH2:12][C:13]1[CH:14]=[N:15][C:16]2[C:21]([CH:22]=1)=[CH:20][CH:19]=[CH:18][CH:17]=2.Cl. Product: [C:1]([NH:12][C:13]1[CH:14]=[N:15][C:16]2[C:21]([CH:22]=1)=[CH:20][CH:19]=[CH:18][CH:17]=2)(=[O:3])[CH3:2]. The catalyst class is: 526. (5) Reactant: [OH:1][CH2:2][CH:3]1[O:8][CH2:7][CH2:6][N:5]([C:9]([O:11][C:12]([CH3:15])([CH3:14])[CH3:13])=[O:10])[CH2:4]1.[CH3:16][S:17](Cl)(=[O:19])=[O:18]. Product: [C:12]([O:11][C:9]([N:5]1[CH2:6][CH2:7][O:8][CH:3]([CH2:2][O:1][S:17]([CH3:16])(=[O:19])=[O:18])[CH2:4]1)=[O:10])([CH3:15])([CH3:14])[CH3:13]. The catalyst class is: 34. (6) Reactant: C(OC([N:8]1[C:16]2[C:11](=[CH:12][CH:13]=[CH:14][CH:15]=2)[C:10]([N:17]([C:20]([C:22]2[C:27]([NH:28][S:29]([C:32]3[CH:37]=[CH:36][C:35]([Cl:38])=[C:34]([C:39]([F:42])([F:41])[F:40])[CH:33]=3)(=[O:31])=[O:30])=[CH:26][C:25]([Cl:43])=[CH:24][N:23]=2)=[O:21])[CH2:18][CH3:19])=[N:9]1)=O)(C)(C)C. Product: [CH2:18]([N:17]([C:10]1[C:11]2[C:16](=[CH:15][CH:14]=[CH:13][CH:12]=2)[NH:8][N:9]=1)[C:20]([C:22]1[C:27]([NH:28][S:29]([C:32]2[CH:37]=[CH:36][C:35]([Cl:38])=[C:34]([C:39]([F:41])([F:42])[F:40])[CH:33]=2)(=[O:31])=[O:30])=[CH:26][C:25]([Cl:43])=[CH:24][N:23]=1)=[O:21])[CH3:19]. The catalyst class is: 157. (7) Reactant: [C:1](Cl)(C)=O.[N+:5]([C:8]1[CH:19]=[CH:18][C:11]([O:12][CH2:13][CH2:14][C:15]([OH:17])=[O:16])=[CH:10][CH:9]=1)([O-:7])=[O:6]. Product: [CH3:1][O:16][C:15](=[O:17])[CH2:14][CH2:13][O:12][C:11]1[CH:10]=[CH:9][C:8]([N+:5]([O-:7])=[O:6])=[CH:19][CH:18]=1. The catalyst class is: 5.